From a dataset of Forward reaction prediction with 1.9M reactions from USPTO patents (1976-2016). Predict the product of the given reaction. (1) Given the reactants C(OC(=O)C)(=[O:3])C.[CH2:8]([N:10]1[C:15]2[N:16]=[C:17]([S:21][CH3:22])[N:18]=[C:19]([CH3:20])[C:14]=2[CH:13]=[C:12]([C:23]2[NH:27][CH:26]=[N:25][CH:24]=2)[C:11]1=N)[CH3:9], predict the reaction product. The product is: [CH2:8]([N:10]1[C:15]2[N:16]=[C:17]([S:21][CH3:22])[N:18]=[C:19]([CH3:20])[C:14]=2[CH:13]=[C:12]([C:23]2[NH:27][CH:26]=[N:25][CH:24]=2)[C:11]1=[O:3])[CH3:9]. (2) Given the reactants [Cl:1][C:2]1[CH:7]=[CH:6][C:5]([S:8]([N:11]([C:15]2[C:16]([CH:22]3[C:30]4[C:25](=[CH:26][CH:27]=[CH:28][C:29]=4[Cl:31])[C:24](=[O:32])[O:23]3)=[N:17][CH:18]=[C:19]([Cl:21])[CH:20]=2)COC)(=[O:10])=[O:9])=[CH:4][C:3]=1[C:33]([F:36])([F:35])[F:34].O, predict the reaction product. The product is: [Cl:1][C:2]1[CH:7]=[CH:6][C:5]([S:8]([NH:11][C:15]2[C:16]([CH:22]3[C:30]4[C:25](=[CH:26][CH:27]=[CH:28][C:29]=4[Cl:31])[C:24](=[O:32])[O:23]3)=[N:17][CH:18]=[C:19]([Cl:21])[CH:20]=2)(=[O:9])=[O:10])=[CH:4][C:3]=1[C:33]([F:36])([F:35])[F:34].